From a dataset of Full USPTO retrosynthesis dataset with 1.9M reactions from patents (1976-2016). Predict the reactants needed to synthesize the given product. (1) The reactants are: Cl.Cl.[NH2:3][CH:4]([C:16]1[CH:21]=[CH:20][CH:19]=[CH:18][CH:17]=1)[C:5]([O:7][C@@H:8]1[CH:13]2[CH2:14][CH2:15][N:10]([CH2:11][CH2:12]2)[CH2:9]1)=[O:6].C(N(CC)CC)C.[C:29](Cl)(=[O:33])[O:30][CH:31]=[CH2:32]. Given the product [C:16]1([CH:4]([NH:3][C:29]([O:30][CH:31]=[CH2:32])=[O:33])[C:5]([O:7][C@@H:8]2[CH:13]3[CH2:12][CH2:11][N:10]([CH2:15][CH2:14]3)[CH2:9]2)=[O:6])[CH:21]=[CH:20][CH:19]=[CH:18][CH:17]=1, predict the reactants needed to synthesize it. (2) Given the product [Br:1][C:2]1[CH:3]=[C:4]([N:12]([CH:14]([CH3:16])[CH3:15])[CH3:13])[C:5]([CH3:11])=[C:6]([CH:10]=1)[C:7]([NH:39][CH2:40][C:41]1[C:42](=[O:49])[NH:43][C:44]([CH3:48])=[CH:45][C:46]=1[CH3:47])=[O:9], predict the reactants needed to synthesize it. The reactants are: [Br:1][C:2]1[CH:3]=[C:4]([N:12]([CH:14]([CH3:16])[CH3:15])[CH3:13])[C:5]([CH3:11])=[C:6]([CH:10]=1)[C:7]([OH:9])=O.C(Cl)CCl.C1C=CC2N(O)N=NC=2C=1.CN1CCOCC1.Cl.[NH2:39][CH2:40][C:41]1[C:42](=[O:49])[NH:43][C:44]([CH3:48])=[CH:45][C:46]=1[CH3:47]. (3) The reactants are: CC(C)=CO[Si](C)(C)C.C[C@H]1C2(C(C)=C3C(C4C(C3)C3(C)C(CC(CC3)=O)=CC4)CC2)O[C@@H]2CC(C)CN(CCNC(CCCCCNC(CCC3C=CC=CC=3)=O)=O)C12.CC1CCCC(C)(C)C=1/C=C/C(/C)=C/C=C/C(/C)=C/C(O)=O.C[C@H](NC(CC1C=C(F)C=C(F)C=1)=O)C(N[C@H](C(OC(C)(C)C)=O)C1C=CC=CC=1)=O.CC[C@@H]([C@H](NC([C@@H](NC([C@@H](NC([C@@H](NC([C@@H](NC([C@@H](NC([C@@H](NC([C@@H](NC([C@@H](NC([C@@H](NC([C@@H](NC([C@@H](NC([C@@H](NC([C@@H](NC([C@@H](NC([C@@H](NC([C@@H](NC([C@@H](NC([C@@H](NC(CNC([C@@H](NC(CNC([C@@H](N)CC1NC=NC=1)=O)=O)CCC(O)=O)=O)=O)[C@H](O)C)=O)CC1C=CC=CC=1)=O)[C@H](O)C)=O)CO)=O)CC(O)=O)=O)CC(C)C)=O)CO)=O)CCCCN)=O)CCC(N)=O)=O)CCSC)=O)CCC(O)=O)=O)CCC(O)=O)=O)CCC(O)=O)=O)C)=O)C(C)C)=O)CCCNC(N)=N)=O)CC(C)C)=O)CC1C=CC=CC=1)=O)C(N[C@H](C(N[C@H](C(N[C@H](C(N[C@H](C(N[C@H](C(NCC(NCC(N1[C@H](C(N[C@H](C(N[C@H](C(NCC(N[C@H](C(N2[C@H](C(N3[C@H](C(N4[C@H](C(N[C@H](C(N)=O)CO)=O)CCC4)=O)CCC3)=O)CCC2)=O)C)=O)=O)CO)=O)CO)=O)CCC1)=O)=O)=O)CC(N[C@@H]1O[C@H](CO)[C@@H]([O:175][C@@H:176]2[O:181][C@H:180]([CH2:182][O:183][C@@]3(C(O)=O)O[C@@H](C[C@H](O)[C@H](O)CO)[C@H](NC(C)=O)[C@@H](O)C3)[C@H:179]([OH:205])[C@H:178]([OH:206])[C@H:177]2[OH:207])[C@H](O)[C@H]1NC(C)=O)=O)=O)CCCCN)=O)CC(C)C)=O)CC1C2C=CC=CC=2NC=1)=O)CCC(O)=O)=O)C.C(N)(=O)C1C=CC=NC=1. Given the product [O:175]=[CH:176][C@@H:177]([C@H:178]([C@@H:179]([C@@H:180]([CH2:182][OH:183])[OH:181])[OH:205])[OH:206])[OH:207], predict the reactants needed to synthesize it. (4) Given the product [P:1]([CH2:5][NH:6][CH2:7][C:15]([OH:17])=[O:16])([OH:4])([OH:3])=[O:2], predict the reactants needed to synthesize it. The reactants are: [P:1]([CH2:5][NH:6][C:7](NCP(O)(O)=O)=O)([OH:4])([OH:3])=[O:2].[CH2:15]=[O:16].[OH:17]P(O)=O.P(Cl)(Cl)Cl. (5) Given the product [CH:27]1([C:31]2[N:32]=[CH:33][N:34]([C:16]3[CH:15]=[C:10]4[C:11]5[C:6]([CH2:7][CH2:8][N:9]4[C:19](=[O:20])[CH2:18][N:17]=3)=[C:5]([C:1](=[O:4])[CH2:2][CH3:3])[CH:14]=[CH:13][CH:12]=5)[CH:35]=2)[CH2:30][CH2:29][CH2:28]1, predict the reactants needed to synthesize it. The reactants are: [C:1]([C:5]1[CH:14]=[CH:13][CH:12]=[C:11]2[C:6]=1[CH2:7][CH2:8][N:9]1[C:19](=[O:20])[CH2:18][NH:17][C:16](=O)[CH:15]=[C:10]12)(=[O:4])[CH2:2][CH3:3].O=P(Cl)(Cl)Cl.[CH:27]1([C:31]2[N:32]=[CH:33][NH:34][CH:35]=2)[CH2:30][CH2:29][CH2:28]1.N1C=CC=CC=1. (6) Given the product [C:1]12([NH:11][C:12](=[O:15])[CH2:13][NH:27][CH:24]3[CH2:23][CH2:22][N:21]([C:19]([O:18][CH2:16][CH3:17])=[O:20])[CH2:26][CH2:25]3)[CH2:10][CH:5]3[CH2:6][CH:7]([CH2:9][CH:3]([CH2:4]3)[CH2:2]1)[CH2:8]2, predict the reactants needed to synthesize it. The reactants are: [C:1]12([NH:11][C:12](=[O:15])[CH2:13]Cl)[CH2:10][CH:5]3[CH2:6][CH:7]([CH2:9][CH:3]([CH2:4]3)[CH2:2]1)[CH2:8]2.[CH2:16]([O:18][C:19]([N:21]1[CH2:26][CH2:25][CH:24]([NH2:27])[CH2:23][CH2:22]1)=[O:20])[CH3:17].C([O-])([O-])=O.[K+].[K+].C(O)(C(F)(F)F)=O.